This data is from Full USPTO retrosynthesis dataset with 1.9M reactions from patents (1976-2016). The task is: Predict the reactants needed to synthesize the given product. (1) Given the product [CH3:1][O:2][C:3](=[O:15])[CH:4]([CH3:14])[CH:5]([OH:13])[C:6]1[CH:11]=[CH:10][C:9]([O:12][CH2:17][C:18]2[C:27]3[C:22](=[CH:23][CH:24]=[CH:25][CH:26]=3)[N:21]=[C:20]([CH3:28])[CH:19]=2)=[CH:8][CH:7]=1, predict the reactants needed to synthesize it. The reactants are: [CH3:1][O:2][C:3](=[O:15])[CH:4]([CH3:14])[CH:5]([OH:13])[C:6]1[CH:11]=[CH:10][C:9]([OH:12])=[CH:8][CH:7]=1.Cl[CH2:17][C:18]1[C:27]2[C:22](=[CH:23][CH:24]=[CH:25][CH:26]=2)[N:21]=[C:20]([CH3:28])[CH:19]=1.C(=O)([O-])[O-].[Cs+].[Cs+]. (2) Given the product [F:1][C:2]1[CH:10]=[C:9]([S:11]([CH3:14])(=[O:13])=[O:12])[CH:8]=[CH:7][C:3]=1[C:4]#[N:6], predict the reactants needed to synthesize it. The reactants are: [F:1][C:2]1[CH:10]=[C:9]([S:11]([CH3:14])(=[O:13])=[O:12])[CH:8]=[CH:7][C:3]=1[C:4]([NH2:6])=O.CCN(CC)CC.ClC(Cl)(Cl)C(Cl)=O. (3) Given the product [C:19]1([C:24]2[CH:29]=[CH:28][CH:27]=[CH:26][CH:25]=2)[CH:20]=[CH:21][CH:22]=[CH:23][C:18]=1[CH2:17][N:16]([CH3:15])[C:12](=[O:14])[CH2:11][CH2:10][CH2:9][S:8][C:5]1[CH:4]=[CH:3][C:2]([OH:1])=[CH:7][CH:6]=1, predict the reactants needed to synthesize it. The reactants are: [OH:1][C:2]1[CH:7]=[CH:6][C:5]([S:8][CH2:9][CH2:10][CH2:11][C:12]([OH:14])=O)=[CH:4][CH:3]=1.[CH3:15][NH:16][CH2:17][C:18]1[C:19]([C:24]2[CH:29]=[CH:28][CH:27]=[CH:26][CH:25]=2)=[CH:20][CH:21]=[CH:22][CH:23]=1. (4) Given the product [CH3:1][S:2]([CH2:3][CH2:4][CH2:5][CH2:6][O:7][C:8]1[C:17]2[C:16]([NH2:18])=[N:15][S:14](=[O:19])(=[O:20])[NH:13][C:12]=2[CH:11]=[CH:10][CH:9]=1)=[O:29], predict the reactants needed to synthesize it. The reactants are: [CH3:1][S:2][CH2:3][CH2:4][CH2:5][CH2:6][O:7][C:8]1[C:17]2[C:16]([NH2:18])=[N:15][S:14](=[O:20])(=[O:19])[NH:13][C:12]=2[CH:11]=[CH:10][CH:9]=1.C1C=C(Cl)C=C(C(OO)=[O:29])C=1. (5) Given the product [Si:1]([O:8][C:9]1[CH:10]=[CH:11][C:12]2[C:16]([O:17][C:18]3[CH:23]=[CH:22][C:21](/[CH:24]=[CH:25]/[C:26]([O:28][CH:40]([CH3:41])[CH3:39])=[O:27])=[CH:20][CH:19]=3)=[C:15]([C:29]3[CH:34]=[CH:33][CH:32]=[CH:31][C:30]=3[CH:35]([CH3:36])[CH3:37])[S:14][C:13]=2[CH:38]=1)([C:4]([CH3:5])([CH3:7])[CH3:6])([CH3:3])[CH3:2], predict the reactants needed to synthesize it. The reactants are: [Si:1]([O:8][C:9]1[CH:10]=[CH:11][C:12]2[C:16]([O:17][C:18]3[CH:23]=[CH:22][C:21](/[CH:24]=[CH:25]/[C:26]([OH:28])=[O:27])=[CH:20][CH:19]=3)=[C:15]([C:29]3[CH:34]=[CH:33][CH:32]=[CH:31][C:30]=3[CH:35]([CH3:37])[CH3:36])[S:14][C:13]=2[CH:38]=1)([C:4]([CH3:7])([CH3:6])[CH3:5])([CH3:3])[CH3:2].[CH3:39][CH:40](O)[CH3:41].Cl.CN(C)CCCN=C=NCC. (6) Given the product [CH3:13][O:14][C:15]1[CH:16]=[C:17]([CH:19]=[CH:20][CH:21]=1)[N:18]=[CH:11][C:9]1[N:10]=[C:3]2[C:2]([CH3:1])=[CH:7][CH:6]=[CH:5][N:4]2[CH:8]=1, predict the reactants needed to synthesize it. The reactants are: [CH3:1][C:2]1[C:3]2[N:4]([CH:8]=[C:9]([CH:11]=O)[N:10]=2)[CH:5]=[CH:6][CH:7]=1.[CH3:13][O:14][C:15]1[CH:16]=[C:17]([CH:19]=[CH:20][CH:21]=1)[NH2:18].